This data is from Catalyst prediction with 721,799 reactions and 888 catalyst types from USPTO. The task is: Predict which catalyst facilitates the given reaction. Reactant: C([O:3][C:4]([C:6]1[NH:7][C:8]2[C:13]([C:14]=1[C:15]1[CH:20]=[CH:19][CH:18]=[C:17]([C:21]([F:24])([F:23])[F:22])[CH:16]=1)=[CH:12][C:11]([NH:25][S:26]([C:29]1[CH:34]=[CH:33][C:32]([C:35]([CH3:38])([CH3:37])[CH3:36])=[CH:31][CH:30]=1)(=[O:28])=[O:27])=[CH:10][CH:9]=2)=[O:5])C.[OH-].[Na+]. Product: [C:35]([C:32]1[CH:31]=[CH:30][C:29]([S:26]([NH:25][C:11]2[CH:12]=[C:13]3[C:8](=[CH:9][CH:10]=2)[NH:7][C:6]([C:4]([OH:5])=[O:3])=[C:14]3[C:15]2[CH:20]=[CH:19][CH:18]=[C:17]([C:21]([F:24])([F:23])[F:22])[CH:16]=2)(=[O:28])=[O:27])=[CH:34][CH:33]=1)([CH3:38])([CH3:36])[CH3:37]. The catalyst class is: 40.